Dataset: Reaction yield outcomes from USPTO patents with 853,638 reactions. Task: Predict the reaction yield, written as a fraction of the theoretical maximum amount of product (1.0 means a 100% yield; for example, 0.34 means a 34% yield). (1) The reactants are [NH2:1][C:2]1[CH:10]=[CH:9][C:8]([Cl:11])=[CH:7][C:3]=1[C:4]([OH:6])=[O:5].[Cl:12][CH2:13][C:14](Cl)=[O:15]. The catalyst is C1(C)C=CC=CC=1. The product is [Cl:11][C:8]1[CH:9]=[CH:10][C:2]([NH:1][C:14](=[O:15])[CH2:13][Cl:12])=[C:3]([CH:7]=1)[C:4]([OH:6])=[O:5]. The yield is 0.960. (2) The reactants are C(O)(C(F)(F)F)=O.[Cl:8][C:9]1[CH:14]=[CH:13][CH:12]=[C:11]([Cl:15])[C:10]=1[N:16]1[CH:45]=[CH:44][C:19]2[N:20]=[C:21]([NH:24][C:25]3[CH:30]=[CH:29][C:28]([N:31]4[CH2:36][CH2:35][N:34](C(OC(C)(C)C)=O)[CH2:33][CH2:32]4)=[CH:27][CH:26]=3)[N:22]=[CH:23][C:18]=2[C:17]1=[O:46]. The catalyst is C(Cl)Cl. The product is [Cl:8][C:9]1[CH:14]=[CH:13][CH:12]=[C:11]([Cl:15])[C:10]=1[N:16]1[CH:45]=[CH:44][C:19]2[N:20]=[C:21]([NH:24][C:25]3[CH:26]=[CH:27][C:28]([N:31]4[CH2:32][CH2:33][NH:34][CH2:35][CH2:36]4)=[CH:29][CH:30]=3)[N:22]=[CH:23][C:18]=2[C:17]1=[O:46]. The yield is 0.980. (3) The reactants are [Cl:1][C:2]1[CH:7]=[CH:6][C:5]([C:8]2[C:14]3[CH:15]=[C:16]([O:19][CH3:20])[CH:17]=[CH:18][C:13]=3[N:12]3[C:21]([CH3:24])=[N:22][N:23]=[C:11]3[C@H:10]([CH2:25][C:26]([NH:28][CH2:29][C:30]([OH:32])=O)=[O:27])[N:9]=2)=[CH:4][CH:3]=1.CCN=C=NCCCN(C)C.[C:44]([NH:51][CH2:52][CH2:53][NH2:54])([O:46][C:47]([CH3:50])([CH3:49])[CH3:48])=[O:45].C1C=CC2N(O)N=NC=2C=1. The catalyst is C(Cl)Cl.CN(C1C=CN=CC=1)C. The product is [C:47]([O:46][C:44](=[O:45])[NH:51][CH2:52][CH2:53][NH:54][C:30](=[O:32])[CH2:29][NH:28][C:26](=[O:27])[CH2:25][C@@H:10]1[N:9]=[C:8]([C:5]2[CH:4]=[CH:3][C:2]([Cl:1])=[CH:7][CH:6]=2)[C:14]2[CH:15]=[C:16]([O:19][CH3:20])[CH:17]=[CH:18][C:13]=2[N:12]2[C:21]([CH3:24])=[N:22][N:23]=[C:11]12)([CH3:50])([CH3:48])[CH3:49]. The yield is 1.00. (4) The reactants are [CH:1]([C:3]1[CH:12]=[CH:11][C:6]([C:7]([O:9][CH3:10])=[O:8])=[CH:5][N:4]=1)=[O:2].[CH3:13][Mg]Br. The catalyst is O1CCCC1. The product is [OH:2][CH:1]([C:3]1[CH:12]=[CH:11][C:6]([C:7]([O:9][CH3:10])=[O:8])=[CH:5][N:4]=1)[CH3:13]. The yield is 0.700. (5) The reactants are Cl[C:2]1[N:10]=[CH:9][N:8]=[C:7]2[C:3]=1[N:4]=[C:5]([C:11]1[C:16]([Cl:17])=[CH:15][CH:14]=[CH:13][C:12]=1[Cl:18])[NH:6]2.[CH:19]1([C:22]([NH2:24])=[O:23])[CH2:21][CH2:20]1.CC1(C)C2C(=C(P(C3C=CC=CC=3)C3C=CC=CC=3)C=CC=2)OC2C(P(C3C=CC=CC=3)C3C=CC=CC=3)=CC=CC1=2.C([O-])([O-])=O.[Cs+].[Cs+]. The catalyst is C1C=CC(/C=C/C(/C=C/C2C=CC=CC=2)=O)=CC=1.C1C=CC(/C=C/C(/C=C/C2C=CC=CC=2)=O)=CC=1.C1C=CC(/C=C/C(/C=C/C2C=CC=CC=2)=O)=CC=1.[Pd].[Pd].O1CCOCC1. The product is [Cl:18][C:12]1[CH:13]=[CH:14][CH:15]=[C:16]([Cl:17])[C:11]=1[C:5]1[NH:4][C:3]2[C:7](=[N:8][CH:9]=[N:10][C:2]=2[NH:24][C:22]([CH:19]2[CH2:21][CH2:20]2)=[O:23])[N:6]=1. The yield is 0.0850. (6) The reactants are [NH2:1][C:2]1[CH:3]=[C:4]([C:8](=[O:10])[CH3:9])[CH:5]=[CH:6][CH:7]=1.[CH2:11]([N:13]([CH2:16]C)[CH2:14]C)[CH3:12].C1C[O:21]CC1. The catalyst is C(O)C. The product is [C:8]([C:4]1[CH:3]=[C:2]([NH:1][C:12](=[O:21])[CH2:11][N:13]([CH3:16])[CH3:14])[CH:7]=[CH:6][CH:5]=1)(=[O:10])[CH3:9]. The yield is 0.850. (7) The reactants are [F:1][C:2]1[N:7]=[CH:6][C:5](OB(O)O)=[CH:4][CH:3]=1.Br[C:13]1[CH:27]=[CH:26][C:16]([O:17][CH2:18][CH2:19][N:20]2[CH2:25][CH2:24][O:23][CH2:22][CH2:21]2)=[CH:15][CH:14]=1.C(=O)([O-])[O-].[Na+].[Na+].CC(OC)(C)C. The catalyst is O.COCCOC.C1C=CC([P]([Pd]([P](C2C=CC=CC=2)(C2C=CC=CC=2)C2C=CC=CC=2)([P](C2C=CC=CC=2)(C2C=CC=CC=2)C2C=CC=CC=2)[P](C2C=CC=CC=2)(C2C=CC=CC=2)C2C=CC=CC=2)(C2C=CC=CC=2)C2C=CC=CC=2)=CC=1. The product is [F:1][C:2]1[N:7]=[CH:6][C:5]([C:13]2[CH:27]=[CH:26][C:16]([O:17][CH2:18][CH2:19][N:20]3[CH2:25][CH2:24][O:23][CH2:22][CH2:21]3)=[CH:15][CH:14]=2)=[CH:4][CH:3]=1. The yield is 0.671. (8) The reactants are Cl.Cl.[CH3:3][C:4]1[N:8]([CH:9]2[CH2:15][CH:14]3[N:16]([CH2:17][CH2:18][C:19]4([C:25]5[CH:30]=[CH:29][CH:28]=[CH:27][CH:26]=5)[CH2:24][CH2:23][NH:22][CH2:21][CH2:20]4)[CH:11]([CH2:12][CH2:13]3)[CH2:10]2)[C:7]2[CH:31]=[CH:32][CH:33]=[CH:34][C:6]=2[N:5]=1.Cl[C:36]1[N:41]=[CH:40][CH:39]=[CH:38][N:37]=1.C(N(CC)CC)C. No catalyst specified. The product is [CH3:3][C:4]1[N:8]([CH:9]2[CH2:15][CH:14]3[N:16]([CH2:17][CH2:18][C:19]4([C:25]5[CH:30]=[CH:29][CH:28]=[CH:27][CH:26]=5)[CH2:20][CH2:21][N:22]([C:36]5[N:41]=[CH:40][CH:39]=[CH:38][N:37]=5)[CH2:23][CH2:24]4)[CH:11]([CH2:12][CH2:13]3)[CH2:10]2)[C:7]2[CH:31]=[CH:32][CH:33]=[CH:34][C:6]=2[N:5]=1. The yield is 0.650. (9) The reactants are [O:1]=[S:2]1(=[O:32])[C:8]2[CH:9]=[C:10]([O:14][CH2:15][CH2:16][C:17](O)=[O:18])[C:11]([Br:13])=[CH:12][C:7]=2[N:6]([C:20]2[CH:25]=[CH:24][CH:23]=[CH:22][CH:21]=2)[CH2:5][C:4]([CH2:28][CH2:29][CH2:30][CH3:31])([CH2:26][CH3:27])[CH2:3]1.[C:33]([O:37][C:38]([C@H:40]([NH2:47])[C:41]1[CH:46]=[CH:45][CH:44]=[CH:43][CH:42]=1)=[O:39])([CH3:36])([CH3:35])[CH3:34].N1C(C)=CC=CC=1C.CN(C(ON1N=NC2C=CC=CC1=2)=[N+](C)C)C.[B-](F)(F)(F)F. The catalyst is C(Cl)Cl. The product is [O:32]=[S:2]1(=[O:1])[C:8]2[CH:9]=[C:10]([O:14][CH2:15][CH2:16][C:17](=[O:18])[NH:47][C@@H:40]([C:38]([O:37][C:33]([CH3:36])([CH3:34])[CH3:35])=[O:39])[C:41]3[CH:42]=[CH:43][CH:44]=[CH:45][CH:46]=3)[C:11]([Br:13])=[CH:12][C:7]=2[N:6]([C:20]2[CH:25]=[CH:24][CH:23]=[CH:22][CH:21]=2)[CH2:5][C:4]([CH2:28][CH2:29][CH2:30][CH3:31])([CH2:26][CH3:27])[CH2:3]1. The yield is 0.890.